Dataset: Forward reaction prediction with 1.9M reactions from USPTO patents (1976-2016). Task: Predict the product of the given reaction. Given the reactants C(OC(=O)[NH:10][C@H:11]1[CH2:16][CH2:15][C@H:14]([CH2:17][NH:18][C:19]2[N:28]=[C:27]([N:29]([CH3:31])[CH3:30])[C:26]3[C:21](=[CH:22][CH:23]=[CH:24][CH:25]=3)[N:20]=2)[CH2:13][CH2:12]1)C1C=CC=CC=1.C(N(C(C)C)CC)(C)C.[Br:42][C:43]1[CH:48]=[CH:47][C:46]([S:49](Cl)(=[O:51])=[O:50])=[C:45]([O:53][C:54]([F:57])([F:56])[F:55])[CH:44]=1, predict the reaction product. The product is: [Br:42][C:43]1[CH:48]=[CH:47][C:46]([S:49]([NH:10][C@H:11]2[CH2:16][CH2:15][C@H:14]([CH2:17][NH:18][C:19]3[N:28]=[C:27]([N:29]([CH3:31])[CH3:30])[C:26]4[C:21](=[CH:22][CH:23]=[CH:24][CH:25]=4)[N:20]=3)[CH2:13][CH2:12]2)(=[O:51])=[O:50])=[C:45]([O:53][C:54]([F:57])([F:56])[F:55])[CH:44]=1.